From a dataset of Forward reaction prediction with 1.9M reactions from USPTO patents (1976-2016). Predict the product of the given reaction. Given the reactants [Cl:1][C:2]1[CH:7]=[CH:6][C:5]([Cl:8])=[CH:4][C:3]=1[S:9]([NH:12][C@@H:13]1[CH2:17][CH2:16][N:15]([C:18]([O:20][C:21]([CH3:24])([CH3:23])[CH3:22])=[O:19])[CH2:14]1)(=[O:11])=[O:10].[H-].[Na+].Br[CH2:28][CH2:29][CH3:30], predict the reaction product. The product is: [Cl:1][C:2]1[CH:7]=[CH:6][C:5]([Cl:8])=[CH:4][C:3]=1[S:9]([N:12]([CH2:28][CH2:29][CH3:30])[C@@H:13]1[CH2:17][CH2:16][N:15]([C:18]([O:20][C:21]([CH3:24])([CH3:23])[CH3:22])=[O:19])[CH2:14]1)(=[O:11])=[O:10].